Dataset: NCI-60 drug combinations with 297,098 pairs across 59 cell lines. Task: Regression. Given two drug SMILES strings and cell line genomic features, predict the synergy score measuring deviation from expected non-interaction effect. (1) Drug 1: C1=CN(C=N1)CC(O)(P(=O)(O)O)P(=O)(O)O. Drug 2: C1C(C(OC1N2C=NC3=C2NC=NCC3O)CO)O. Cell line: SN12C. Synergy scores: CSS=1.53, Synergy_ZIP=-4.06, Synergy_Bliss=-6.39, Synergy_Loewe=-6.31, Synergy_HSA=-4.65. (2) Drug 1: C1CCN(CC1)CCOC2=CC=C(C=C2)C(=O)C3=C(SC4=C3C=CC(=C4)O)C5=CC=C(C=C5)O. Drug 2: C1CN1P(=S)(N2CC2)N3CC3. Cell line: OVCAR-5. Synergy scores: CSS=3.54, Synergy_ZIP=-0.660, Synergy_Bliss=0.819, Synergy_Loewe=-2.81, Synergy_HSA=-2.01. (3) Drug 1: CC1=C2C(C(=O)C3(C(CC4C(C3C(C(C2(C)C)(CC1OC(=O)C(C(C5=CC=CC=C5)NC(=O)OC(C)(C)C)O)O)OC(=O)C6=CC=CC=C6)(CO4)OC(=O)C)OC)C)OC. Drug 2: CC1C(C(CC(O1)OC2CC(CC3=C2C(=C4C(=C3O)C(=O)C5=CC=CC=C5C4=O)O)(C(=O)C)O)N)O. Cell line: BT-549. Synergy scores: CSS=44.8, Synergy_ZIP=-4.77, Synergy_Bliss=-7.56, Synergy_Loewe=-3.91, Synergy_HSA=-2.67. (4) Drug 1: C1=CN(C(=O)N=C1N)C2C(C(C(O2)CO)O)O.Cl. Drug 2: CN(C(=O)NC(C=O)C(C(C(CO)O)O)O)N=O. Cell line: TK-10. Synergy scores: CSS=8.34, Synergy_ZIP=-5.95, Synergy_Bliss=0.215, Synergy_Loewe=-13.8, Synergy_HSA=-1.07. (5) Drug 1: CC12CCC3C(C1CCC2=O)CC(=C)C4=CC(=O)C=CC34C. Drug 2: CCC1=C2CN3C(=CC4=C(C3=O)COC(=O)C4(CC)O)C2=NC5=C1C=C(C=C5)O. Cell line: SF-295. Synergy scores: CSS=42.6, Synergy_ZIP=-3.71, Synergy_Bliss=-4.95, Synergy_Loewe=-20.2, Synergy_HSA=-2.11. (6) Drug 1: CN1C(=O)N2C=NC(=C2N=N1)C(=O)N. Drug 2: CCCCCOC(=O)NC1=NC(=O)N(C=C1F)C2C(C(C(O2)C)O)O. Cell line: SF-295. Synergy scores: CSS=-6.65, Synergy_ZIP=-0.350, Synergy_Bliss=-13.1, Synergy_Loewe=-32.6, Synergy_HSA=-22.5. (7) Drug 1: CCC1=C2CN3C(=CC4=C(C3=O)COC(=O)C4(CC)O)C2=NC5=C1C=C(C=C5)O. Drug 2: COCCOC1=C(C=C2C(=C1)C(=NC=N2)NC3=CC=CC(=C3)C#C)OCCOC.Cl. Cell line: EKVX. Synergy scores: CSS=16.8, Synergy_ZIP=-5.81, Synergy_Bliss=-0.607, Synergy_Loewe=0.855, Synergy_HSA=1.12.